This data is from Catalyst prediction with 721,799 reactions and 888 catalyst types from USPTO. The task is: Predict which catalyst facilitates the given reaction. Reactant: [F:1][C:2]1[CH:3]=[C:4]([CH:9]2[CH2:11][CH:10]2[NH:12][C:13]2[C:14]3[N:25]=[N:24][N:23]([CH:26]4[CH2:30][CH:29]([O:31][CH2:32][CH2:33][OH:34])[CH:28]([OH:35])[CH:27]4[OH:36])[C:15]=3[N:16]=[C:17]([S:19][CH2:20][CH2:21][CH3:22])[N:18]=2)[CH:5]=[CH:6][C:7]=1[F:8].C(OC(C)C)(C)C.C(OCC)(=O)C. Product: [CH3:22][CH2:21][CH2:20][S:19][C:17]1[N:18]=[C:13]([NH:12][C@H:10]2[C@H:9]([C:4]3[CH:5]=[CH:6][C:7]([F:8])=[C:2]([F:1])[CH:3]=3)[CH2:11]2)[C:14]2[N:25]=[N:24][N:23]([C@H:26]3[C@H:27]([OH:36])[C@H:28]([OH:35])[C@@H:29]([O:31][CH2:32][CH2:33][OH:34])[CH2:30]3)[C:15]=2[N:16]=1. The catalyst class is: 9.